Dataset: Full USPTO retrosynthesis dataset with 1.9M reactions from patents (1976-2016). Task: Predict the reactants needed to synthesize the given product. (1) Given the product [CH2:1]([O:8][C:9]([C:11]1[C:19]2[C:14](=[CH:15][CH:16]=[C:17]([CH2:20][CH2:21][NH:29][CH3:28])[CH:18]=2)[NH:13][C:12]=1[CH3:27])=[O:10])[C:2]1[CH:7]=[CH:6][CH:5]=[CH:4][CH:3]=1, predict the reactants needed to synthesize it. The reactants are: [CH2:1]([O:8][C:9]([C:11]1[C:19]2[C:14](=[CH:15][CH:16]=[C:17]([CH2:20][CH2:21]OS(C)(=O)=O)[CH:18]=2)[NH:13][C:12]=1[CH3:27])=[O:10])[C:2]1[CH:7]=[CH:6][CH:5]=[CH:4][CH:3]=1.[CH3:28][NH2:29]. (2) Given the product [ClH:40].[CH3:1][O:2][C:3]([C:5]1[N:6]=[C:7]([C:36]([F:39])([F:37])[F:38])[N:8]2[CH2:13][CH2:12][N:11]([C:14](=[O:35])[CH2:15][C@H:16]([NH2:27])[CH2:17][C:18]3[CH:23]=[C:22]([F:24])[C:21]([F:25])=[CH:20][C:19]=3[F:26])[CH2:10][C:9]=12)=[O:4], predict the reactants needed to synthesize it. The reactants are: [CH3:1][O:2][C:3]([C:5]1[N:6]=[C:7]([C:36]([F:39])([F:38])[F:37])[N:8]2[CH2:13][CH2:12][N:11]([C:14](=[O:35])[CH2:15][C@H:16]([NH:27]C(OC(C)(C)C)=O)[CH2:17][C:18]3[CH:23]=[C:22]([F:24])[C:21]([F:25])=[CH:20][C:19]=3[F:26])[CH2:10][C:9]=12)=[O:4].[ClH:40]. (3) Given the product [Cl:10][C:11]1[CH:12]=[C:13]([NH:1][C:2]2[CH:7]=[CH:6][CH:5]=[CH:4][N:3]=2)[C:14]2[N:15]([CH:17]=[CH:18][N:19]=2)[N:16]=1, predict the reactants needed to synthesize it. The reactants are: [NH2:1][C:2]1[CH:7]=[CH:6][CH:5]=[CH:4][N:3]=1.[H-].[Na+].[Cl:10][C:11]1[CH:12]=[C:13](Cl)[C:14]2[N:15]([CH:17]=[CH:18][N:19]=2)[N:16]=1.